From a dataset of Full USPTO retrosynthesis dataset with 1.9M reactions from patents (1976-2016). Predict the reactants needed to synthesize the given product. (1) Given the product [CH:1]1([CH2:4][NH:6][C@@H:7]2[CH2:8][CH2:9][C@H:10]([O:13][C:14]3[CH:15]=[C:16]4[C:21](=[CH:22][CH:23]=3)[C:20](=[O:24])[NH:19][CH:18]=[CH:17]4)[CH2:11][CH2:12]2)[CH2:3][CH2:2]1, predict the reactants needed to synthesize it. The reactants are: [CH:1]1([CH:4]=O)[CH2:3][CH2:2]1.[NH2:6][C@@H:7]1[CH2:12][CH2:11][C@H:10]([O:13][C:14]2[CH:15]=[C:16]3[C:21](=[CH:22][CH:23]=2)[C:20](=[O:24])[NH:19][CH:18]=[CH:17]3)[CH2:9][CH2:8]1. (2) Given the product [F:15][C:9]1[CH:10]=[CH:11][CH:12]=[C:13]([F:14])[C:8]=1[C:7]1[C:6]([C:16]2[CH:21]=[C:20]([O:22][CH3:23])[CH:19]=[C:18]([O:24][CH3:25])[CH:17]=2)=[C:5]([CH3:26])[N:4]=[N:3][C:2]=1[F:45], predict the reactants needed to synthesize it. The reactants are: Cl[C:2]1[N:3]=[N:4][C:5]([CH3:26])=[C:6]([C:16]2[CH:21]=[C:20]([O:22][CH3:23])[CH:19]=[C:18]([O:24][CH3:25])[CH:17]=2)[C:7]=1[C:8]1[C:13]([F:14])=[CH:12][CH:11]=[CH:10][C:9]=1[F:15].C1OCCOCCOCCOCCOCCOC1.[F-:45].[K+]. (3) Given the product [CH:30]1([O:29][C:27]2[C:26]3[C:21](=[CH:22][CH:23]=[CH:24][CH:25]=3)[N:20]=[C:19]([CH2:18][N:15]3[CH2:14][CH2:13][N:12]([S:9]([C:6]4[CH:5]=[CH:4][C:3]([O:2][CH3:1])=[CH:8][CH:7]=4)(=[O:10])=[O:11])[CH2:17][CH2:16]3)[N:28]=2)[CH2:35][CH2:34][CH2:33][CH2:32][CH2:31]1, predict the reactants needed to synthesize it. The reactants are: [CH3:1][O:2][C:3]1[CH:8]=[CH:7][C:6]([S:9]([N:12]2[CH2:17][CH2:16][N:15]([CH2:18][C:19]3[NH:28][C:27](=[O:29])[C:26]4[C:21](=[CH:22][CH:23]=[CH:24][CH:25]=4)[N:20]=3)[CH2:14][CH2:13]2)(=[O:11])=[O:10])=[CH:5][CH:4]=1.[CH:30]1(O)[CH2:35][CH2:34][CH2:33][CH2:32][CH2:31]1.